This data is from Forward reaction prediction with 1.9M reactions from USPTO patents (1976-2016). The task is: Predict the product of the given reaction. (1) Given the reactants [CH2:1]([NH:4][C:5]([NH:7][CH:8]1[CH2:13][CH2:12][O:11][CH2:10][CH2:9]1)=[O:6])[C:2]#[CH:3].[H-].[Na+], predict the reaction product. The product is: [CH3:3][CH:2]1[N:7]([CH:8]2[CH2:9][CH2:10][O:11][CH2:12][CH2:13]2)[C:5](=[O:6])[NH:4][CH2:1]1. (2) Given the reactants Cl.C([O:9][C:10]1[CH:19]=[C:18]2[C:13]([CH:14]=[CH:15][C:16](=[O:20])[NH:17]2)=[C:12]([CH:21]([OH:39])[CH2:22][NH:23][C:24]([CH3:38])([CH3:37])[CH2:25][CH2:26][N:27]2[C:31]3[CH:32]=[CH:33][CH:34]=[CH:35][C:30]=3[NH:29][C:28]2=[O:36])[CH:11]=1)C1C=CC=CC=1.Cl, predict the reaction product. The product is: [CH3:38][C:24]([NH:23][CH2:22][CH:21]([C:12]1[CH:11]=[C:10]([OH:9])[CH:19]=[C:18]2[C:13]=1[CH:14]=[CH:15][C:16](=[O:20])[NH:17]2)[OH:39])([CH3:37])[CH2:25][CH2:26][N:27]1[C:31]2[CH:32]=[CH:33][CH:34]=[CH:35][C:30]=2[NH:29][C:28]1=[O:36]. (3) Given the reactants [CH3:1][CH2:2][O:3][C:4]([CH2:6][CH2:7][N:8]1[C:13]([CH3:14])=[CH:12][N:11]=[C:10](O)[C:9]1=[O:16])=[O:5].P(Br)(Br)([Br:19])=O.N#N.[OH-].[NH4+], predict the reaction product. The product is: [CH3:1][CH2:2][O:3][C:4]([CH2:6][CH2:7][N:8]1[C:13]([CH3:14])=[CH:12][N:11]=[C:10]([Br:19])[C:9]1=[O:16])=[O:5]. (4) Given the reactants Br[C:2]1[CH:7]=[CH:6][C:5]([F:8])=[CH:4][N:3]=1.C([Sn](CCCC)(CCCC)[C:14]([O:16][CH2:17][CH3:18])=[CH2:15])CCC, predict the reaction product. The product is: [CH2:17]([O:16][C:14]([C:2]1[CH:7]=[CH:6][C:5]([F:8])=[CH:4][N:3]=1)=[CH2:15])[CH3:18]. (5) Given the reactants [CH3:1][CH:2]1[CH2:10][CH:9]([OH:11])[C:5](=[C:6]([CH3:8])[CH3:7])[CH2:4][CH2:3]1, predict the reaction product. The product is: [CH3:1][C@H:2]1[CH2:10][C@@H:9]([OH:11])[C@@H:5]([CH:6]([CH3:8])[CH3:7])[CH2:4][CH2:3]1. (6) Given the reactants OC1C=CC(C2C=C3C(=CC=2)C(=O)CCC3)=CC=1.[CH2:19]([C:21]1[CH:22]=[C:23]([C:29]2[CH:30]=[C:31]3[C:36](=[CH:37][CH:38]=2)[C:35](=[O:39])[CH2:34][CH2:33][CH2:32]3)[CH:24]=[CH:25][C:26]=1[O:27]C)[CH3:20], predict the reaction product. The product is: [CH2:19]([C:21]1[CH:22]=[C:23]([C:29]2[CH:30]=[C:31]3[C:36](=[CH:37][CH:38]=2)[C:35](=[O:39])[CH2:34][CH2:33][CH2:32]3)[CH:24]=[CH:25][C:26]=1[OH:27])[CH3:20].